From a dataset of Peptide-MHC class I binding affinity with 185,985 pairs from IEDB/IMGT. Regression. Given a peptide amino acid sequence and an MHC pseudo amino acid sequence, predict their binding affinity value. This is MHC class I binding data. (1) The peptide sequence is KIFKVTGEF. The MHC is HLA-A02:12 with pseudo-sequence HLA-A02:12. The binding affinity (normalized) is 0.0847. (2) The peptide sequence is SFQQPQQQY. The MHC is HLA-A23:01 with pseudo-sequence HLA-A23:01. The binding affinity (normalized) is 0. (3) The peptide sequence is FLFILLLCLI. The MHC is HLA-A11:01 with pseudo-sequence HLA-A11:01. The binding affinity (normalized) is 0.151. (4) The peptide sequence is NGNFNFERV. The MHC is HLA-B46:01 with pseudo-sequence HLA-B46:01. The binding affinity (normalized) is 0.0847. (5) The peptide sequence is AAFEFVYV. The MHC is H-2-Db with pseudo-sequence H-2-Db. The binding affinity (normalized) is 0.0447.